This data is from NCI-60 drug combinations with 297,098 pairs across 59 cell lines. The task is: Regression. Given two drug SMILES strings and cell line genomic features, predict the synergy score measuring deviation from expected non-interaction effect. (1) Drug 1: CC1=C(C=C(C=C1)NC2=NC=CC(=N2)N(C)C3=CC4=NN(C(=C4C=C3)C)C)S(=O)(=O)N.Cl. Drug 2: CN(C(=O)NC(C=O)C(C(C(CO)O)O)O)N=O. Cell line: HL-60(TB). Synergy scores: CSS=-29.7, Synergy_ZIP=8.16, Synergy_Bliss=-16.0, Synergy_Loewe=-35.9, Synergy_HSA=-37.4. (2) Drug 1: CC12CCC(CC1=CCC3C2CCC4(C3CC=C4C5=CN=CC=C5)C)O. Drug 2: C1=CC(=CC=C1C#N)C(C2=CC=C(C=C2)C#N)N3C=NC=N3. Cell line: OVCAR-4. Synergy scores: CSS=11.1, Synergy_ZIP=-2.46, Synergy_Bliss=3.12, Synergy_Loewe=0.333, Synergy_HSA=3.18. (3) Drug 1: CC1=C(C(CCC1)(C)C)C=CC(=CC=CC(=CC(=O)O)C)C. Drug 2: C1CNP(=O)(OC1)N(CCCl)CCCl. Cell line: NCI-H322M. Synergy scores: CSS=2.18, Synergy_ZIP=-1.72, Synergy_Bliss=-3.43, Synergy_Loewe=0.190, Synergy_HSA=-4.11. (4) Drug 1: CC1=CC=C(C=C1)C2=CC(=NN2C3=CC=C(C=C3)S(=O)(=O)N)C(F)(F)F. Drug 2: CCC1(CC2CC(C3=C(CCN(C2)C1)C4=CC=CC=C4N3)(C5=C(C=C6C(=C5)C78CCN9C7C(C=CC9)(C(C(C8N6C)(C(=O)OC)O)OC(=O)C)CC)OC)C(=O)OC)O.OS(=O)(=O)O. Cell line: EKVX. Synergy scores: CSS=-3.13, Synergy_ZIP=3.23, Synergy_Bliss=4.91, Synergy_Loewe=-0.0822, Synergy_HSA=-1.71. (5) Drug 1: CC(C1=C(C=CC(=C1Cl)F)Cl)OC2=C(N=CC(=C2)C3=CN(N=C3)C4CCNCC4)N. Drug 2: C1=CN(C=N1)CC(O)(P(=O)(O)O)P(=O)(O)O. Cell line: SF-295. Synergy scores: CSS=19.2, Synergy_ZIP=-0.233, Synergy_Bliss=2.12, Synergy_Loewe=-7.41, Synergy_HSA=3.61. (6) Drug 1: C1=CC=C(C=C1)NC(=O)CCCCCCC(=O)NO. Drug 2: B(C(CC(C)C)NC(=O)C(CC1=CC=CC=C1)NC(=O)C2=NC=CN=C2)(O)O. Cell line: PC-3. Synergy scores: CSS=24.8, Synergy_ZIP=-0.0379, Synergy_Bliss=1.60, Synergy_Loewe=0.956, Synergy_HSA=1.58. (7) Drug 1: CC1=C(C=C(C=C1)C(=O)NC2=CC(=CC(=C2)C(F)(F)F)N3C=C(N=C3)C)NC4=NC=CC(=N4)C5=CN=CC=C5. Drug 2: C1C(C(OC1N2C=NC3=C2NC=NCC3O)CO)O. Cell line: SF-268. Synergy scores: CSS=1.04, Synergy_ZIP=-1.21, Synergy_Bliss=-3.01, Synergy_Loewe=-0.869, Synergy_HSA=-2.52. (8) Drug 1: C1=NC2=C(N1)C(=S)N=C(N2)N. Cell line: HCT-15. Drug 2: C1C(C(OC1N2C=NC(=NC2=O)N)CO)O. Synergy scores: CSS=36.9, Synergy_ZIP=-4.33, Synergy_Bliss=-2.24, Synergy_Loewe=-7.25, Synergy_HSA=-0.644.